The task is: Predict the reaction yield, written as a fraction of the theoretical maximum amount of product (1.0 means a 100% yield; for example, 0.34 means a 34% yield).. This data is from Reaction yield outcomes from USPTO patents with 853,638 reactions. (1) The reactants are C(N(CC)CC)C.[N:8]([C:11]1[CH:18]=[CH:17][C:14]([C:15]#[N:16])=[C:13]([C:19]([F:22])([F:21])[F:20])[CH:12]=1)=[C:9]=[S:10].[C:23]([O:27][C:28](=[O:42])[NH:29][C:30]1[CH:35]=[CH:34][C:33]([NH:36][C:37]([C:40]#[N:41])([CH3:39])[CH3:38])=[CH:32][CH:31]=1)([CH3:26])([CH3:25])[CH3:24].C(OCC)C.CC(C)=O. The catalyst is C1COCC1. The product is [C:23]([O:27][C:28](=[O:42])[NH:29][C:30]1[CH:35]=[CH:34][C:33]([N:36]2[C:37]([CH3:39])([CH3:38])[C:40](=[NH:41])[N:8]([C:11]3[CH:18]=[CH:17][C:14]([C:15]#[N:16])=[C:13]([C:19]([F:20])([F:22])[F:21])[CH:12]=3)[C:9]2=[S:10])=[CH:32][CH:31]=1)([CH3:26])([CH3:24])[CH3:25]. The yield is 0.150. (2) The yield is 1.00. The reactants are [Cl:31][C:28]1[CH:29]=[CH:30][C:25]([S:24][S:24][C:25]2[CH:30]=[CH:29][C:28]([Cl:31])=[CH:27][C:26]=2[NH:32][S:33]([C:36]2[CH:41]=[CH:40][C:39]([Cl:42])=[C:38]([C:43]([F:46])([F:45])[F:44])[CH:37]=2)(=[O:35])=[O:34])=[C:26]([NH:32][S:33]([C:36]2[CH:41]=[CH:40][C:39]([Cl:42])=[C:38]([C:43]([F:44])([F:45])[F:46])[CH:37]=2)(=[O:34])=[O:35])[CH:27]=1.C1(P(C2C=CC=CC=2)C2C=CC=CC=2)C=CC=CC=1.[C:66]1(=[O:71])[CH2:70][CH2:69][CH:68]=[CH:67]1.CC1C=CC(S(O)(=O)=O)=CC=1. The product is [Cl:42][C:39]1[CH:40]=[CH:41][C:36]([S:33]([NH:32][C:26]2[CH:27]=[C:28]([Cl:31])[CH:29]=[CH:30][C:25]=2[S:24][CH:68]2[CH2:69][CH2:70][C:66](=[O:71])[CH2:67]2)(=[O:34])=[O:35])=[CH:37][C:38]=1[C:43]([F:46])([F:45])[F:44]. The catalyst is C(Cl)Cl.CO.O. (3) The reactants are [N+:1]([C:4]1[CH:12]=[CH:11][C:7]([C:8]([OH:10])=[O:9])=[CH:6][C:5]=1[C:13]([OH:15])=[O:14])([O-])=O. The catalyst is CO.[Pd]. The product is [NH2:1][C:4]1[CH:12]=[CH:11][C:7]([C:8]([OH:10])=[O:9])=[CH:6][C:5]=1[C:13]([OH:15])=[O:14]. The yield is 0.870. (4) The reactants are [NH2:1][C:2]1[CH:7]=[CH:6][C:5]([C:8]2([C:11]([O:13][CH3:14])=[O:12])[CH2:10][CH2:9]2)=[CH:4][C:3]=1Br.[C:16]([Si:18]([CH3:21])([CH3:20])[CH3:19])#[CH:17]. The catalyst is CCN(CC)CC.CN(C1C=CN=CC=1)C.Cl[Pd](Cl)([P](C1C=CC=CC=1)(C1C=CC=CC=1)C1C=CC=CC=1)[P](C1C=CC=CC=1)(C1C=CC=CC=1)C1C=CC=CC=1. The product is [NH2:1][C:2]1[CH:7]=[CH:6][C:5]([C:8]2([C:11]([O:13][CH3:14])=[O:12])[CH2:10][CH2:9]2)=[CH:4][C:3]=1[C:17]#[C:16][Si:18]([CH3:21])([CH3:20])[CH3:19]. The yield is 0.560. (5) The reactants are [CH3:1][N:2]([CH3:28])[CH2:3][CH2:4][CH2:5][NH:6][C:7]([C:9]1[C:10](=[O:27])[N:11]([C:17]2[CH:22]=[CH:21][CH:20]=[C:19]([C:23]([F:26])([F:25])[F:24])[CH:18]=2)[C:12]([CH3:16])=[C:13](I)[CH:14]=1)=[O:8].CC1(C)C(C)(C)OB([C:37]2[N:41]([C:42]3[CH:49]=[CH:48][C:45]([C:46]#[N:47])=[CH:44][CH:43]=3)[N:40]=[CH:39][CH:38]=2)O1.CN(C)C=O. The catalyst is [Pd](Cl)Cl.C(P(C(C)(C)C)[C-]1C=CC=C1)(C)(C)C.[C-]1(P(C(C)(C)C)C(C)(C)C)C=CC=C1.[Fe+2].O.C(O)(C)C. The product is [C:46]([C:45]1[CH:44]=[CH:43][C:42]([N:41]2[C:37]([C:13]3[CH:14]=[C:9]([C:7]([NH:6][CH2:5][CH2:4][CH2:3][N:2]([CH3:28])[CH3:1])=[O:8])[C:10](=[O:27])[N:11]([C:17]4[CH:22]=[CH:21][CH:20]=[C:19]([C:23]([F:26])([F:25])[F:24])[CH:18]=4)[C:12]=3[CH3:16])=[CH:38][CH:39]=[N:40]2)=[CH:49][CH:48]=1)#[N:47]. The yield is 0.560.